The task is: Predict which catalyst facilitates the given reaction.. This data is from Catalyst prediction with 721,799 reactions and 888 catalyst types from USPTO. (1) Reactant: [CH2:1]([O:8][C:9]([N:11]1[CH2:15][CH:14]([O:16][C:17](=[O:19])[CH3:18])[CH2:13][CH:12]1[CH2:20][CH:21]1[C:29]2[C:24](=[CH:25][CH:26]=[C:27](Br)[CH:28]=2)[N:23]([C:31](=[O:33])[CH3:32])[CH2:22]1)=[O:10])[C:2]1[CH:7]=[CH:6][CH:5]=[CH:4][CH:3]=1.C([O-])([O-])=O.[K+].[K+].CO[CH2:42][CH2:43]OC.O. Product: [CH2:1]([O:8][C:9]([N:11]1[CH2:15][CH:14]([O:16][C:17](=[O:19])[CH3:18])[CH2:13][CH:12]1[CH2:20][CH:21]1[C:29]2[C:24](=[CH:25][CH:26]=[C:27]([CH:42]=[CH2:43])[CH:28]=2)[N:23]([C:31](=[O:33])[CH3:32])[CH2:22]1)=[O:10])[C:2]1[CH:7]=[CH:6][CH:5]=[CH:4][CH:3]=1. The catalyst class is: 518. (2) Reactant: CCCCCC.C([Li])CCC.[CH2:12]([O:19][C:20]1[C:25]([O:26][CH3:27])=[CH:24][C:23]([CH3:28])=[C:22](Br)[CH:21]=1)[C:13]1[CH:18]=[CH:17][CH:16]=[CH:15][CH:14]=1.[Cl-].[NH4+].[C:32](OCC)(=[O:34])C. Product: [CH2:12]([O:19][C:20]1[C:25]([O:26][CH3:27])=[CH:24][C:23]([CH3:28])=[C:22]([CH:21]=1)[CH:32]=[O:34])[C:13]1[CH:18]=[CH:17][CH:16]=[CH:15][CH:14]=1. The catalyst class is: 348. (3) Reactant: P([O-])(O)(O)=O.[Na+].P([O-])([O-])(O)=O.[Na+].[Na+].[CH2:14]([O:21][C:22]1[C:35]2[C:34](=[O:36])[C:33]3[C:28](=[CH:29][CH:30]=[CH:31][C:32]=3[O:37][CH2:38][C:39]3[CH:44]=[CH:43][CH:42]=[CH:41][CH:40]=3)[C:27](=[O:45])[C:26]=2[CH:25]=[C:24]([CH2:46][OH:47])[CH:23]=1)[C:15]1[CH:20]=[CH:19][CH:18]=[CH:17][CH:16]=1.Cl([O-])=[O:49].[Na+].Cl[O-].[Na+].P(=O)(O)(O)O. Product: [CH2:14]([O:21][C:22]1[C:35]2[C:34](=[O:36])[C:33]3[C:28](=[CH:29][CH:30]=[CH:31][C:32]=3[O:37][CH2:38][C:39]3[CH:44]=[CH:43][CH:42]=[CH:41][CH:40]=3)[C:27](=[O:45])[C:26]=2[CH:25]=[C:24]([C:46]([OH:49])=[O:47])[CH:23]=1)[C:15]1[CH:16]=[CH:17][CH:18]=[CH:19][CH:20]=1. The catalyst class is: 47. (4) Reactant: [NH2:1][C:2]1[S:3][C:4]([C:7]([O:9][CH3:10])=[O:8])=[CH:5][N:6]=1.[H-].[Na+].[Cl:13][C:14]1[CH:19]=[C:18](Cl)[N:17]=[C:16]([CH3:21])[N:15]=1. Product: [Cl:13][C:14]1[N:15]=[C:16]([CH3:21])[N:17]=[C:18]([NH:1][C:2]2[S:3][C:4]([C:7]([O:9][CH3:10])=[O:8])=[CH:5][N:6]=2)[CH:19]=1. The catalyst class is: 31. (5) Reactant: C(OC([N:8]([C:13]1[CH:14]=[C:15]([CH:52]=[CH:53][C:54]=1[O:55][CH2:56][CH:57]1[CH2:59][CH2:58]1)[C:16]([N:18]1[CH2:22][CH2:21][CH2:20][C@H:19]1[C:23]([O:25][C@H:26]([C:37]1[CH:42]=[CH:41][C:40]([O:43][CH:44]([F:46])[F:45])=[C:39]([O:47][CH2:48][CH:49]2[CH2:51][CH2:50]2)[CH:38]=1)[CH2:27][C:28]1[C:33]([Cl:34])=[CH:32][N+:31]([O-:35])=[CH:30][C:29]=1[Cl:36])=[O:24])=[O:17])[S:9]([CH3:12])(=[O:11])=[O:10])=O)(C)(C)C. Product: [Cl:36][C:29]1[CH:30]=[N+:31]([O-:35])[CH:32]=[C:33]([Cl:34])[C:28]=1[CH2:27][C@H:26]([O:25][C:23]([C@@H:19]1[CH2:20][CH2:21][CH2:22][N:18]1[C:16](=[O:17])[C:15]1[CH:52]=[CH:53][C:54]([O:55][CH2:56][CH:57]2[CH2:58][CH2:59]2)=[C:13]([NH:8][S:9]([CH3:12])(=[O:11])=[O:10])[CH:14]=1)=[O:24])[C:37]1[CH:42]=[CH:41][C:40]([O:43][CH:44]([F:46])[F:45])=[C:39]([O:47][CH2:48][CH:49]2[CH2:50][CH2:51]2)[CH:38]=1. The catalyst class is: 33. (6) Reactant: [CH3:1][O:2][CH:3]1[CH:7]([C:8]#[C:9][Sn](CCCC)(CCCC)CCCC)[CH2:6][CH:5]([O:23][CH3:24])[O:4]1.I[C:26]1[CH:33]=[CH:32][C:29]([C:30]#[N:31])=[CH:28][CH:27]=1. Product: [C:30]([C:29]1[CH:32]=[CH:33][C:26]([C:9]#[C:8][CH:7]2[CH2:6][CH:5]([O:23][CH3:24])[O:4][CH:3]2[O:2][CH3:1])=[CH:27][CH:28]=1)#[N:31]. The catalyst class is: 741. (7) Reactant: [CH2:1]([O:3][C:4](=[O:26])[C:5]([NH2:25])=[N:6][NH:7][C:8]([C:10]1[CH:15]=[CH:14][N:13]=[CH:12][C:11]=1[NH:16][C:17]1[CH:22]=[CH:21][C:20]([I:23])=[CH:19][C:18]=1[F:24])=O)[CH3:2].O. Product: [CH2:1]([O:3][C:4]([C:5]1[NH:25][C:8]([C:10]2[CH:15]=[CH:14][N:13]=[CH:12][C:11]=2[NH:16][C:17]2[CH:22]=[CH:21][C:20]([I:23])=[CH:19][C:18]=2[F:24])=[N:7][N:6]=1)=[O:26])[CH3:2]. The catalyst class is: 17. (8) Reactant: Br[C:2]1[CH:7]2[N:8]([C:9]([O:11][C:12]([CH3:15])([CH3:14])[CH3:13])=[O:10])[CH:4]([CH:5]=[CH:6]2)[C:3]=1[C:16]([O:18][CH3:19])=[O:17].[H][H]. Product: [CH:4]12[N:8]([C:9]([O:11][C:12]([CH3:13])([CH3:14])[CH3:15])=[O:10])[CH:7]([CH2:6][CH2:5]1)[CH2:2][CH:3]2[C:16]([O:18][CH3:19])=[O:17]. The catalyst class is: 129.